Dataset: NCI-60 drug combinations with 297,098 pairs across 59 cell lines. Task: Regression. Given two drug SMILES strings and cell line genomic features, predict the synergy score measuring deviation from expected non-interaction effect. (1) Drug 1: C1=CN(C=N1)CC(O)(P(=O)(O)O)P(=O)(O)O. Drug 2: C1C(C(OC1N2C=NC(=NC2=O)N)CO)O. Cell line: OVCAR-4. Synergy scores: CSS=12.1, Synergy_ZIP=-3.13, Synergy_Bliss=-1.26, Synergy_Loewe=-7.10, Synergy_HSA=-0.352. (2) Drug 1: C1=CC(=CC=C1CC(C(=O)O)N)N(CCCl)CCCl.Cl. Drug 2: C1C(C(OC1N2C=NC3=C(N=C(N=C32)Cl)N)CO)O. Cell line: SNB-75. Synergy scores: CSS=0.268, Synergy_ZIP=0.160, Synergy_Bliss=0.885, Synergy_Loewe=-2.62, Synergy_HSA=-2.33. (3) Drug 1: C1=CN(C=N1)CC(O)(P(=O)(O)O)P(=O)(O)O. Drug 2: C1=NC2=C(N1)C(=S)N=CN2. Cell line: HCT-15. Synergy scores: CSS=24.0, Synergy_ZIP=3.05, Synergy_Bliss=5.63, Synergy_Loewe=-5.17, Synergy_HSA=4.86. (4) Drug 1: C1CCC(C1)C(CC#N)N2C=C(C=N2)C3=C4C=CNC4=NC=N3. Drug 2: CC1CCCC2(C(O2)CC(NC(=O)CC(C(C(=O)C(C1O)C)(C)C)O)C(=CC3=CSC(=N3)C)C)C. Cell line: SF-539. Synergy scores: CSS=7.70, Synergy_ZIP=-2.11, Synergy_Bliss=-0.211, Synergy_Loewe=-2.21, Synergy_HSA=0.559. (5) Drug 1: C1=C(C(=O)NC(=O)N1)N(CCCl)CCCl. Drug 2: CC1=C2C(C(=O)C3(C(CC4C(C3C(C(C2(C)C)(CC1OC(=O)C(C(C5=CC=CC=C5)NC(=O)C6=CC=CC=C6)O)O)OC(=O)C7=CC=CC=C7)(CO4)OC(=O)C)O)C)OC(=O)C. Cell line: LOX IMVI. Synergy scores: CSS=43.0, Synergy_ZIP=-16.9, Synergy_Bliss=-14.8, Synergy_Loewe=-11.5, Synergy_HSA=-8.18.